This data is from Merck oncology drug combination screen with 23,052 pairs across 39 cell lines. The task is: Regression. Given two drug SMILES strings and cell line genomic features, predict the synergy score measuring deviation from expected non-interaction effect. (1) Cell line: SW837. Synergy scores: synergy=24.6. Drug 2: C=CCn1c(=O)c2cnc(Nc3ccc(N4CCN(C)CC4)cc3)nc2n1-c1cccc(C(C)(C)O)n1. Drug 1: Nc1ccn(C2OC(CO)C(O)C2(F)F)c(=O)n1. (2) Drug 1: CC(C)CC(NC(=O)C(Cc1ccccc1)NC(=O)c1cnccn1)B(O)O. Drug 2: CCC1(O)C(=O)OCc2c1cc1n(c2=O)Cc2cc3c(CN(C)C)c(O)ccc3nc2-1. Cell line: A427. Synergy scores: synergy=-0.00549. (3) Drug 1: COc1cccc2c1C(=O)c1c(O)c3c(c(O)c1C2=O)CC(O)(C(=O)CO)CC3OC1CC(N)C(O)C(C)O1. Drug 2: NC1(c2ccc(-c3nc4ccn5c(=O)[nH]nc5c4cc3-c3ccccc3)cc2)CCC1. Cell line: RKO. Synergy scores: synergy=21.9.